Dataset: Full USPTO retrosynthesis dataset with 1.9M reactions from patents (1976-2016). Task: Predict the reactants needed to synthesize the given product. (1) Given the product [NH2:7][C@H:6]([C:8]([OH:10])=[O:9])[CH2:5][CH2:4][CH2:3][CH2:2][NH2:11], predict the reactants needed to synthesize it. The reactants are: C[C:2](C)([NH2:11])[CH2:3][CH2:4][CH2:5][C@@H:6]([C:8]([OH:10])=[O:9])[NH2:7].C([O-])(=O)C.C(N(CC)C(C)C)C.C(N(C(C)C)CC)(C)C. (2) The reactants are: [Br:1][C:2]1[C:3]([CH3:9])=[CH:4][C:5]([OH:8])=[N:6][CH:7]=1.[F:10][C:11]([F:19])(S(F)(=O)=O)C(O)=O.[O-]S([O-])(=O)=O.[Na+].[Na+]. Given the product [Br:1][C:2]1[C:3]([CH3:9])=[CH:4][C:5]([O:8][CH:11]([F:19])[F:10])=[N:6][CH:7]=1, predict the reactants needed to synthesize it. (3) Given the product [CH2:15]([CH:2]1[C:3](=[O:4])[NH:5][C:6]2[CH:11]=[C:10]([CH3:12])[CH:9]=[C:8]([CH3:13])[C:7]=2[O:14]1)[CH:16]([CH3:18])[CH3:17], predict the reactants needed to synthesize it. The reactants are: Cl[CH:2]([CH2:15][CH:16]([CH3:18])[CH3:17])[C:3]([NH:5][C:6]1[CH:11]=[C:10]([CH3:12])[CH:9]=[C:8]([CH3:13])[C:7]=1[OH:14])=[O:4].C(=O)([O-])[O-].[K+].[K+].C(OCC)(=O)C.Cl. (4) Given the product [Cl:22][C:19]1[N:18]=[C:17]([C:23]([NH:25][CH2:26][CH:27]2[CH2:28][CH2:29][O:30][CH2:31][CH2:32]2)=[O:24])[C:16]([NH:15][C:13]([C:6]2[C:7]3[C:12](=[CH:11][CH:10]=[CH:9][CH:8]=3)[C:3]([CH2:2][O:34][CH3:33])=[CH:4][CH:5]=2)=[O:14])=[CH:21][CH:20]=1, predict the reactants needed to synthesize it. The reactants are: Br[CH2:2][C:3]1[C:12]2[C:7](=[CH:8][CH:9]=[CH:10][CH:11]=2)[C:6]([C:13]([NH:15][C:16]2[C:17]([C:23]([NH:25][CH2:26][CH:27]3[CH2:32][CH2:31][O:30][CH2:29][CH2:28]3)=[O:24])=[N:18][C:19]([Cl:22])=[CH:20][CH:21]=2)=[O:14])=[CH:5][CH:4]=1.[CH3:33][O-:34].[Na+]. (5) The reactants are: [Cl:1][C:2]1[CH:17]=[CH:16][C:5]([CH2:6][CH2:7][O:8][C:9]2[N:10]=[N:11][C:12](I)=[CH:13][CH:14]=2)=[CH:4][CH:3]=1.[C:18]([C:21]1[CH:26]=[CH:25][C:24](B(O)O)=[CH:23][CH:22]=1)([OH:20])=[O:19].C(=O)([O-])[O-].[K+].[K+]. Given the product [Cl:1][C:2]1[CH:17]=[CH:16][C:5]([CH2:6][CH2:7][O:8][C:9]2[N:10]=[N:11][C:12]([C:24]3[CH:25]=[CH:26][C:21]([C:18]([OH:20])=[O:19])=[CH:22][CH:23]=3)=[CH:13][CH:14]=2)=[CH:4][CH:3]=1, predict the reactants needed to synthesize it. (6) Given the product [CH2:10]([O:9][CH:8]=[C:4]([C:5](=[O:7])[CH3:6])[C:1](=[O:3])[CH3:2])[CH3:11], predict the reactants needed to synthesize it. The reactants are: [C:1]([CH2:4][C:5](=[O:7])[CH3:6])(=[O:3])[CH3:2].[CH:8]([O-])([O-])[O:9][CH2:10][CH3:11].C(OC(=O)C)(=O)C.CCO. (7) Given the product [C:6]([C:5]1[CH:4]=[C:3]2[C:2](=[CH:9][CH:8]=1)[NH:1][C@@H:13]([CH:10]1[CH2:11][CH2:12]1)[C@H:16]([CH3:17])[C@H:15]2[NH:18][C:19](=[O:28])[O:20][CH2:21][C:22]1[CH:23]=[CH:24][CH:25]=[CH:26][CH:27]=1)#[N:7], predict the reactants needed to synthesize it. The reactants are: [NH2:1][C:2]1[CH:9]=[CH:8][C:5]([C:6]#[N:7])=[CH:4][CH:3]=1.[CH:10]1([CH:13]=O)[CH2:12][CH2:11]1.[CH:15](/[NH:18][C:19](=[O:28])[O:20][CH2:21][C:22]1[CH:27]=[CH:26][CH:25]=[CH:24][CH:23]=1)=[CH:16]\[CH3:17]. (8) Given the product [NH2:1][CH2:2][CH2:3][CH2:4][C:5]1[CH:26]=[CH:25][C:8]([NH:9][C:10]2[C:22]([F:23])=[C:21]([F:24])[CH:20]=[CH:19][C:11]=2[C:12]([NH:14][O:15][CH2:16][CH2:17][OH:18])=[O:13])=[C:7]([F:27])[CH:6]=1, predict the reactants needed to synthesize it. The reactants are: [NH2:1][CH2:2][C:3]#[C:4][C:5]1[CH:26]=[CH:25][C:8]([NH:9][C:10]2[C:22]([F:23])=[C:21]([F:24])[CH:20]=[CH:19][C:11]=2[C:12]([NH:14][O:15][CH2:16][CH2:17][OH:18])=[O:13])=[C:7]([F:27])[CH:6]=1. (9) Given the product [Cl:1][C:2]1[C:11]2[C:6](=[CH:7][CH:8]=[CH:9][CH:10]=2)[CH:5]=[CH:4][C:3]=1[O:12][CH2:13][C:14]([CH3:17])([NH:16][CH2:24][C:22]1[O:23][C:19]([CH3:18])=[CH:20][CH:21]=1)[CH3:15], predict the reactants needed to synthesize it. The reactants are: [Cl:1][C:2]1[C:11]2[C:6](=[CH:7][CH:8]=[CH:9][CH:10]=2)[CH:5]=[CH:4][C:3]=1[O:12][CH2:13][C:14]([CH3:17])([NH2:16])[CH3:15].[CH3:18][C:19]1[O:23][C:22]([CH:24]=O)=[CH:21][CH:20]=1. (10) Given the product [NH2:11][C:8]1[CH:9]=[C:10]2[C:5](=[CH:6][C:7]=1[N+:15]([O-:17])=[O:16])[N:4]([CH2:21][C:22]#[C:23][C:24]([CH3:27])([CH3:26])[CH3:25])[C:3](=[O:18])[C:2]2([CH3:1])[CH3:19], predict the reactants needed to synthesize it. The reactants are: [CH3:1][C:2]1([CH3:19])[C:10]2[C:5](=[CH:6][C:7]([N+:15]([O-:17])=[O:16])=[C:8]([NH:11]C(=O)C)[CH:9]=2)[NH:4][C:3]1=[O:18].Br[CH2:21][C:22]#[C:23][C:24]([CH3:27])([CH3:26])[CH3:25].C([O-])([O-])=O.[K+].[K+].